From a dataset of Forward reaction prediction with 1.9M reactions from USPTO patents (1976-2016). Predict the product of the given reaction. Given the reactants [NH2:1][CH2:2][C:3]1[CH:4]=[C:5]([NH:9][C:10]2[C:11]3[CH:30]=[CH:29][N:28](S(C4C=CC(C)=CC=4)(=O)=O)[C:12]=3[N:13]=[C:14]([NH:16][C:17]3[CH:22]=[CH:21][C:20]([N:23]([CH3:27])[C:24](=[O:26])[CH3:25])=[CH:19][CH:18]=3)[N:15]=2)[CH:6]=[CH:7][CH:8]=1.[OH-].[K+], predict the reaction product. The product is: [NH2:1][CH2:2][C:3]1[CH:4]=[C:5]([NH:9][C:10]2[C:11]3[CH:30]=[CH:29][NH:28][C:12]=3[N:13]=[C:14]([NH:16][C:17]3[CH:18]=[CH:19][C:20]([N:23]([CH3:27])[C:24](=[O:26])[CH3:25])=[CH:21][CH:22]=3)[N:15]=2)[CH:6]=[CH:7][CH:8]=1.